This data is from Peptide-MHC class II binding affinity with 134,281 pairs from IEDB. The task is: Regression. Given a peptide amino acid sequence and an MHC pseudo amino acid sequence, predict their binding affinity value. This is MHC class II binding data. (1) The binding affinity (normalized) is 0.172. The peptide sequence is FRDRARVPLTSNNGI. The MHC is HLA-DQA10501-DQB10201 with pseudo-sequence HLA-DQA10501-DQB10201. (2) The peptide sequence is TDAATHNPWASQKH. The MHC is DRB1_1101 with pseudo-sequence DRB1_1101. The binding affinity (normalized) is 0. (3) The peptide sequence is LIGPTPVNIIGRNLLTQIGC. The MHC is DRB1_1302 with pseudo-sequence DRB1_1302. The binding affinity (normalized) is 0.581. (4) The peptide sequence is WFKVAATAANAAPAN. The MHC is HLA-DPA10201-DPB11401 with pseudo-sequence HLA-DPA10201-DPB11401. The binding affinity (normalized) is 0.675. (5) The peptide sequence is YQGVQQKWDATATEL. The MHC is DRB1_0401 with pseudo-sequence DRB1_0401. The binding affinity (normalized) is 0.269. (6) The peptide sequence is GELQIVDKYDAAFKI. The MHC is DRB1_0101 with pseudo-sequence DRB1_0101. The binding affinity (normalized) is 0.232. (7) The peptide sequence is EKKYFAATQIEPLAA. The MHC is HLA-DQA10401-DQB10402 with pseudo-sequence HLA-DQA10401-DQB10402. The binding affinity (normalized) is 0.617. (8) The peptide sequence is NARILKNCVDAKMTE. The MHC is DRB1_0802 with pseudo-sequence DRB1_0802. The binding affinity (normalized) is 0.620. (9) The MHC is HLA-DPA10103-DPB10401 with pseudo-sequence HLA-DPA10103-DPB10401. The binding affinity (normalized) is 0.0764. The peptide sequence is WKPDTVYTSKLQFGA. (10) The peptide sequence is LKLTSGKIASCLNDN. The MHC is DRB1_0405 with pseudo-sequence DRB1_0405. The binding affinity (normalized) is 0.282.